This data is from Forward reaction prediction with 1.9M reactions from USPTO patents (1976-2016). The task is: Predict the product of the given reaction. (1) Given the reactants [F:1][C:2]1[C:7]([F:8])=[C:6]([NH:9][C:10]2[CH:15]=[CH:14][C:13]([I:16])=[CH:12][C:11]=2[F:17])[C:5]([NH2:18])=[CH:4][CH:3]=1.[CH3:19][C:20]1([S:23](Cl)(=[O:25])=[O:24])[CH2:22][CH2:21]1, predict the reaction product. The product is: [F:8][C:7]1[C:6]([NH:9][C:10]2[CH:15]=[CH:14][C:13]([I:16])=[CH:12][C:11]=2[F:17])=[C:5]([NH:18][S:23]([C:20]2([CH3:19])[CH2:22][CH2:21]2)(=[O:25])=[O:24])[CH:4]=[CH:3][C:2]=1[F:1]. (2) The product is: [Cl:22][C:15]1[CH:14]=[C:10]2[C:11]([O:13][C:1](=[O:2])[NH:8][C:9]2=[CH:17][CH:16]=1)=[O:12]. Given the reactants [C:1]([NH:8][C:9]1[CH:17]=[CH:16][CH:15]=[C:14](Cl)[C:10]=1[C:11]([OH:13])=[O:12])(OC(C)(C)C)=[O:2].C(Cl)(=O)C([Cl:22])=O, predict the reaction product. (3) Given the reactants [CH2:1]([C:3]1[N:7]([C:8]2[N:9]=[C:10]([N:19]3[CH2:24][CH2:23][O:22][CH2:21][CH2:20]3)[C:11]3[N:16]=[C:15]([CH:17]=[O:18])[S:14][C:12]=3[N:13]=2)[C:6]2[CH:25]=[CH:26][CH:27]=[CH:28][C:5]=2[N:4]=1)[CH3:2].CO.[BH4-].[Na+], predict the reaction product. The product is: [CH2:1]([C:3]1[N:7]([C:8]2[N:9]=[C:10]([N:19]3[CH2:24][CH2:23][O:22][CH2:21][CH2:20]3)[C:11]3[N:16]=[C:15]([CH2:17][OH:18])[S:14][C:12]=3[N:13]=2)[C:6]2[CH:25]=[CH:26][CH:27]=[CH:28][C:5]=2[N:4]=1)[CH3:2]. (4) Given the reactants [NH2:1][C:2]1[C:11]([F:12])=[C:10]([NH2:13])[C:9]([N+:14]([O-])=O)=[CH:8][C:3]=1[C:4]([O:6][CH3:7])=[O:5].O1CCCC1, predict the reaction product. The product is: [NH2:1][C:2]1[C:11]([F:12])=[C:10]([NH2:13])[C:9]([NH2:14])=[CH:8][C:3]=1[C:4]([O:6][CH3:7])=[O:5]. (5) Given the reactants [CH:1]1([N:6]2[CH2:12][C:11]([F:14])([F:13])[C:10](=[O:15])[N:9]([CH3:16])[C:8]3[CH:17]=[N:18][C:19]([NH:21][C:22]4[CH:30]=[CH:29][C:25]([C:26](O)=[O:27])=[CH:24][C:23]=4[O:31][CH3:32])=[N:20][C:7]2=3)[CH2:5][CH2:4][CH2:3][CH2:2]1.F[P-](F)(F)(F)(F)F.CN(C(N(C)C)=[N+]1C2C(=NC=CC=2)[N+]([O-])=N1)C.C(N(C(C)C)C(C)C)C.[C:66]([O:70][C:71]([N:73]1[CH2:77][C@@H:76]([OH:78])[C@H:75]([NH2:79])[CH2:74]1)=[O:72])([CH3:69])([CH3:68])[CH3:67], predict the reaction product. The product is: [C:66]([O:70][C:71]([N:73]1[CH2:77][C@@H:76]([OH:78])[C@H:75]([NH:79][C:26](=[O:27])[C:25]2[CH:29]=[CH:30][C:22]([NH:21][C:19]3[N:18]=[CH:17][C:8]4[N:9]([CH3:16])[C:10](=[O:15])[C:11]([F:13])([F:14])[CH2:12][N:6]([CH:1]5[CH2:5][CH2:4][CH2:3][CH2:2]5)[C:7]=4[N:20]=3)=[C:23]([O:31][CH3:32])[CH:24]=2)[CH2:74]1)=[O:72])([CH3:69])([CH3:67])[CH3:68]. (6) Given the reactants [C:1]([O:5][CH2:6][C:7]1[CH:12]=[CH:11][CH:10]=[CH:9][CH:8]=1)(=[O:4])[CH:2]=[CH2:3].C(N([CH2:18][CH3:19])CC)C.ClCCl.[C:23]([O:26][CH2:27][CH3:28])(=[O:25])[CH3:24], predict the reaction product. The product is: [CH2:6]([O:5][C:1](=[O:4])/[CH:2]=[CH:3]/[C:9]1[CH:8]=[CH:7][CH:6]=[C:18]([CH3:19])[C:24]=1[C:23]([O:26][CH2:27][CH3:28])=[O:25])[C:7]1[CH:12]=[CH:11][CH:10]=[CH:9][CH:8]=1. (7) Given the reactants [F:1][C:2]1[CH:7]=[C:6]([N:8]2[CH2:12][C@H:11]([CH2:13][NH:14][C:15](=[O:17])[CH3:16])[O:10][C:9]2=[O:18])[CH:5]=[CH:4][C:3]=1[C:19]1[CH:24]=[CH:23][C:22]([CH2:25][NH:26][CH2:27][C:28]2[NH:32][N:31]=[N:30][CH:29]=2)=[CH:21][CH:20]=1.[BrH:33], predict the reaction product. The product is: [BrH:33].[F:1][C:2]1[CH:7]=[C:6]([N:8]2[CH2:12][C@H:11]([CH2:13][NH:14][C:15](=[O:17])[CH3:16])[O:10][C:9]2=[O:18])[CH:5]=[CH:4][C:3]=1[C:19]1[CH:24]=[CH:23][C:22]([CH2:25][NH:26][CH2:27][C:28]2[NH:32][N:31]=[N:30][CH:29]=2)=[CH:21][CH:20]=1.